From a dataset of Forward reaction prediction with 1.9M reactions from USPTO patents (1976-2016). Predict the product of the given reaction. (1) Given the reactants C(OC(=O)[NH:7][C:8]1[CH:13]=[C:12]([C:14](=[O:24])[NH:15][CH2:16][C:17]2[CH:22]=[CH:21][CH:20]=[C:19]([Cl:23])[CH:18]=2)[CH:11]=[CH:10][C:9]=1[CH3:25])(C)(C)C.FC(F)(F)C(O)=O.N, predict the reaction product. The product is: [NH2:7][C:8]1[CH:13]=[C:12]([CH:11]=[CH:10][C:9]=1[CH3:25])[C:14]([NH:15][CH2:16][C:17]1[CH:22]=[CH:21][CH:20]=[C:19]([Cl:23])[CH:18]=1)=[O:24]. (2) Given the reactants Cl.O.[OH:3][C:4]12[C:15]3[C:10](=[C:11]([N+:16]([O-])=O)[CH:12]=[CH:13][CH:14]=3)[C:9](=[O:19])[C:8]1([NH:20][C:21](=[O:28])[C:22]1[CH:27]=[CH:26][CH:25]=[N:24][CH:23]=1)[C:7]1[CH:29]=[CH:30][C:31]([CH:33]([CH3:35])[CH3:34])=[CH:32][C:6]=1[O:5]2, predict the reaction product. The product is: [NH2:16][C:11]1[CH:12]=[CH:13][CH:14]=[C:15]2[C:10]=1[C:9](=[O:19])[C:8]1([NH:20][C:21](=[O:28])[C:22]3[CH:27]=[CH:26][CH:25]=[N:24][CH:23]=3)[C:7]3[CH:29]=[CH:30][C:31]([CH:33]([CH3:35])[CH3:34])=[CH:32][C:6]=3[O:5][C:4]12[OH:3]. (3) Given the reactants C(OC([N:8]([CH2:37][C:38]([O:40]C(C)(C)C)=[O:39])[C:9]1[CH:14]=[CH:13][CH:12]=[C:11]([CH:15]([CH2:26][C:27]2[CH:32]=[CH:31][C:30]([C:33]3([CH3:36])[CH2:35][CH2:34]3)=[CH:29][CH:28]=2)[NH:16][S:17]([C:20]2[CH:21]=[N:22][CH:23]=[CH:24][CH:25]=2)(=[O:19])=[O:18])[N:10]=1)=O)(C)(C)C.[ClH:45].O1CCOCC1, predict the reaction product. The product is: [ClH:45].[CH3:36][C:33]1([C:30]2[CH:29]=[CH:28][C:27]([CH2:26][CH:15]([NH:16][S:17]([C:20]3[CH:21]=[N:22][CH:23]=[CH:24][CH:25]=3)(=[O:19])=[O:18])[C:11]3[N:10]=[C:9]([NH:8][CH2:37][C:38]([OH:40])=[O:39])[CH:14]=[CH:13][CH:12]=3)=[CH:32][CH:31]=2)[CH2:35][CH2:34]1. (4) Given the reactants [C:1]([CH2:3][C:4](OCC)=O)#[N:2].[NH2:9][C:10]1[C:15]([NH2:16])=[CH:14][CH:13]=[CH:12][N:11]=1, predict the reaction product. The product is: [N:16]1[C:15]2[C:10](=[N:11][CH:12]=[CH:13][CH:14]=2)[NH:9][C:4]=1[CH2:3][C:1]#[N:2]. (5) Given the reactants [C:1]([C:5]1[N:9]([CH2:10][CH:11]2[CH2:16][CH2:15][C:14]([F:18])([F:17])[CH2:13][CH2:12]2)[C:8]2[CH:19]=[CH:20][C:21]([NH:23][S:24]([CH2:27][CH3:28])(=[O:26])=[O:25])=[CH:22][C:7]=2[N:6]=1)([CH3:4])([CH3:3])[CH3:2].[CH2:29]([S:31]([OH:34])(=[O:33])=[O:32])[CH3:30].C(C(C)=O)C(C)C.C(S(O)(=O)=O)C, predict the reaction product. The product is: [S:31]([CH2:29][CH3:30])([OH:34])(=[O:33])=[O:32].[C:1]([C:5]1[N:9]([CH2:10][CH:11]2[CH2:12][CH2:13][C:14]([F:18])([F:17])[CH2:15][CH2:16]2)[C:8]2[CH:19]=[CH:20][C:21]([NH:23][S:24]([CH2:27][CH3:28])(=[O:25])=[O:26])=[CH:22][C:7]=2[N:6]=1)([CH3:4])([CH3:2])[CH3:3].